From a dataset of Full USPTO retrosynthesis dataset with 1.9M reactions from patents (1976-2016). Predict the reactants needed to synthesize the given product. Given the product [CH2:14]([N:16]([C:11]([C:8]1([C:5]2[CH:4]=[CH:3][C:2]([F:1])=[CH:7][CH:6]=2)[CH2:9][CH2:10]1)=[O:13])[C@H:17]1[CH2:36][N:21]2[C:22]3[C:27]([C:28]([CH2:29][C:30]([OH:32])=[O:31])=[C:20]2[CH2:19][CH2:18]1)=[CH:26][CH:25]=[CH:24][CH:23]=3)[CH3:15], predict the reactants needed to synthesize it. The reactants are: [F:1][C:2]1[CH:7]=[CH:6][C:5]([C:8]2([C:11]([OH:13])=O)[CH2:10][CH2:9]2)=[CH:4][CH:3]=1.[CH2:14]([NH:16][C@H:17]1[CH2:36][N:21]2[C:22]3[C:27]([C:28]([CH2:29][C:30]([O:32]CCC)=[O:31])=[C:20]2[CH2:19][CH2:18]1)=[CH:26][CH:25]=[CH:24][CH:23]=3)[CH3:15].